Predict the reactants needed to synthesize the given product. From a dataset of Full USPTO retrosynthesis dataset with 1.9M reactions from patents (1976-2016). Given the product [C:1]([N:5]1[CH2:13][C:12]2[S:11][CH:10]=[N:9][C:8]=2[CH2:7]1)([CH3:4])([CH3:3])[CH3:2], predict the reactants needed to synthesize it. The reactants are: [C:1]([NH2:5])([CH3:4])([CH3:3])[CH3:2].Br[CH2:7][C:8]1[N:9]=[CH:10][S:11][C:12]=1[CH2:13]Br.